Task: Predict the product of the given reaction.. Dataset: Forward reaction prediction with 1.9M reactions from USPTO patents (1976-2016) (1) Given the reactants C[O-].[Na+].[Na].[NH:5]1[C:13]2[C:8](=[CH:9][C:10]([CH:14]=O)=[CH:11][CH:12]=2)[CH:7]=[CH:6]1.[N:16]([CH2:19][C:20]([O:22][CH3:23])=[O:21])=[N+:17]=[N-:18], predict the reaction product. The product is: [N:16](/[C:19](=[CH:14]\[C:10]1[CH:9]=[C:8]2[C:13](=[CH:12][CH:11]=1)[NH:5][CH:6]=[CH:7]2)/[C:20]([O:22][CH3:23])=[O:21])=[N+:17]=[N-:18]. (2) Given the reactants [CH3:1][C:2]1([C:7]2[S:11][CH:10]=[C:9]([CH2:12][N:13]3[CH:17]=[C:16]([NH2:18])[CH:15]=[N:14]3)[CH:8]=2)[O:6]CCO1.[C:19]1([C:25]2[O:29][CH:28]=[N:27][C:26]=2[C:30](O)=[O:31])[CH:24]=[CH:23][CH:22]=[CH:21][CH:20]=1, predict the reaction product. The product is: [C:2]([C:7]1[S:11][CH:10]=[C:9]([CH2:12][N:13]2[CH:17]=[C:16]([NH:18][C:30]([C:26]3[N:27]=[CH:28][O:29][C:25]=3[C:19]3[CH:20]=[CH:21][CH:22]=[CH:23][CH:24]=3)=[O:31])[CH:15]=[N:14]2)[CH:8]=1)(=[O:6])[CH3:1]. (3) Given the reactants [Br:1][C:2]1[CH:26]=[CH:25][C:5]2[C:6](=[O:24])[NH:7][C:8]3([O:23][C:4]=2[CH:3]=1)[CH2:13][CH2:12][N:11]([CH2:14][C:15]1[CH:20]=[CH:19][C:18]([F:21])=[C:17]([F:22])[CH:16]=1)[CH2:10][CH2:9]3.[CH3:27][O:28][C:29]1[CH:34]=[CH:33][C:32](B(O)O)=[CH:31][CH:30]=1.C(N(CC)CC)C, predict the reaction product. The product is: [Br:1][C:2]1[CH:26]=[CH:25][C:5]2[C:6](=[O:24])[N:7]([C:32]3[CH:33]=[CH:34][C:29]([O:28][CH3:27])=[CH:30][CH:31]=3)[C:8]3([O:23][C:4]=2[CH:3]=1)[CH2:13][CH2:12][N:11]([CH2:14][C:15]1[CH:20]=[CH:19][C:18]([F:21])=[C:17]([F:22])[CH:16]=1)[CH2:10][CH2:9]3.